This data is from Reaction yield outcomes from USPTO patents with 853,638 reactions. The task is: Predict the reaction yield, written as a fraction of the theoretical maximum amount of product (1.0 means a 100% yield; for example, 0.34 means a 34% yield). (1) The reactants are [CH2:1]([N:3]([CH2:21][CH2:22][C:23]1[N:24]=[CH:25][NH:26][CH:27]=1)[C:4](=[O:20])[NH:5][C@@H:6]([CH2:11][C:12]1[CH:17]=[CH:16][C:15]([O:18][CH3:19])=[CH:14][CH:13]=1)[C:7]([O:9]C)=[O:8])[CH3:2].[OH-].[Li+]. The catalyst is C1COCC1.O. The product is [CH2:1]([N:3]([CH2:21][CH2:22][C:23]1[N:24]=[CH:25][NH:26][CH:27]=1)[C:4](=[O:20])[NH:5][CH:6]([CH2:11][C:12]1[CH:13]=[CH:14][C:15]([O:18][CH3:19])=[CH:16][CH:17]=1)[C:7]([OH:9])=[O:8])[CH3:2]. The yield is 0.690. (2) The catalyst is CS(C)=O.C(OC(=O)C)C. The product is [F:15][C:2]1[C:11]2[C:6](=[C:7]([F:14])[C:8]([O:12][CH3:13])=[CH:9][CH:10]=2)[CH:5]=[CH:4][N:3]=1. The reactants are Cl[C:2]1[C:11]2[C:6](=[C:7]([F:14])[C:8]([O:12][CH3:13])=[CH:9][CH:10]=2)[CH:5]=[CH:4][N:3]=1.[F-:15].[Cs+]. The yield is 0.740. (3) The reactants are [NH2:1][C:2]1[C:3]([F:22])=[CH:4][C:5]([CH3:21])=[C:6]([C:8]2[C:9](=[O:20])[N:10]([CH3:19])[C:11]3[C:16]([CH:17]=2)=[CH:15][N:14]=[C:13](Cl)[CH:12]=3)[CH:7]=1.[CH3:23][O:24][C:25]1[CH:33]=[CH:32][C:28]([CH2:29][NH:30][CH3:31])=[CH:27][CH:26]=1.C1CCN2C(=NCCC2)CC1. The catalyst is CN1C(=O)CCC1. The product is [CH3:23][O:24][C:25]1[CH:33]=[CH:32][C:28]([CH2:29][N:30]([CH3:31])[C:13]2[CH:12]=[C:11]3[C:16]([CH:17]=[C:8]([C:6]4[CH:7]=[C:2]([NH2:1])[C:3]([F:22])=[CH:4][C:5]=4[CH3:21])[C:9](=[O:20])[N:10]3[CH3:19])=[CH:15][N:14]=2)=[CH:27][CH:26]=1. The yield is 1.00.